From a dataset of HIV replication inhibition screening data with 41,000+ compounds from the AIDS Antiviral Screen. Binary Classification. Given a drug SMILES string, predict its activity (active/inactive) in a high-throughput screening assay against a specified biological target. (1) The compound is O=P1(C(c2ccccc2)c2ccccc2)OC2CC(Cl)CC(C2)O1. The result is 0 (inactive). (2) The compound is O=C1C[N+]23CC[N+]45CC(=O)O[Ni-4]24(O1)(OC(=O)C3)OC(=O)C5. The result is 0 (inactive).